Dataset: Reaction yield outcomes from USPTO patents with 853,638 reactions. Task: Predict the reaction yield, written as a fraction of the theoretical maximum amount of product (1.0 means a 100% yield; for example, 0.34 means a 34% yield). The reactants are [F:1][C:2]1[CH:7]=[CH:6][CH:5]=[C:4]([F:8])[C:3]=1[N:9]1[C:14]2[N:15]=[C:16]([NH:27][CH2:28][CH2:29][C:30]#[N:31])[N:17]=[C:18]([C:19]3[CH:24]=[CH:23][C:22]([F:25])=[CH:21][C:20]=3[CH3:26])[C:13]=2[CH:12]=[CH:11][C:10]1=[O:32].Cl.C(N(CC)CC)C.[N-:41]=[N+:42]=[N-:43].[Na+]. The catalyst is C1(C)C=CC=CC=1. The product is [F:1][C:2]1[CH:7]=[CH:6][CH:5]=[C:4]([F:8])[C:3]=1[N:9]1[C:14]2[N:15]=[C:16]([NH:27][CH2:28][CH2:29][C:30]3[NH:43][N:42]=[N:41][N:31]=3)[N:17]=[C:18]([C:19]3[CH:24]=[CH:23][C:22]([F:25])=[CH:21][C:20]=3[CH3:26])[C:13]=2[CH:12]=[CH:11][C:10]1=[O:32]. The yield is 0.450.